This data is from Forward reaction prediction with 1.9M reactions from USPTO patents (1976-2016). The task is: Predict the product of the given reaction. Given the reactants F[C:2]1[CH:3]=[C:4]2[C:9](=[CH:10][N:11]=1)[N:8]=[CH:7][C:6]([C:12]#[N:13])=[C:5]2[NH:14][C:15]1[CH:20]=[CH:19][CH:18]=[C:17]([CH:21]([CH3:23])[CH3:22])[CH:16]=1.[OH:24][CH2:25][CH2:26][N:27]1[CH2:32][CH2:31][O:30][CH2:29][CH2:28]1.C1COCC1, predict the reaction product. The product is: [CH:21]([C:17]1[CH:16]=[C:15]([NH:14][C:5]2[C:4]3[C:9](=[CH:10][N:11]=[C:2]([O:24][CH2:25][CH2:26][N:27]4[CH2:32][CH2:31][O:30][CH2:29][CH2:28]4)[CH:3]=3)[N:8]=[CH:7][C:6]=2[C:12]#[N:13])[CH:20]=[CH:19][CH:18]=1)([CH3:23])[CH3:22].